This data is from Drug-target binding data from BindingDB using IC50 measurements. The task is: Regression. Given a target protein amino acid sequence and a drug SMILES string, predict the binding affinity score between them. We predict pIC50 (pIC50 = -log10(IC50 in M); higher means more potent). Dataset: bindingdb_ic50. (1) The target protein (Q9UM07) has sequence MAQGTLIRVTPEQPTHAVCVLGTLTQLDICSSAPEDCTSFSINASPGVVVDIAHGPPAKKKSTGSSTWPLDPGVEVTLTMKVASGSTGDQKVQISYYGPKTPPVKALLYLTGVEISLCADITRTGKVKPTRAVKDQRTWTWGPCGQGAILLVNCDRDNLESSAMDCEDDEVLDSEDLQDMSLMTLSTKTPKDFFTNHTLVLHVARSEMDKVRVFQATRGKLSSKCSVVLGPKWPSHYLMVPGGKHNMDFYVEALAFPDTDFPGLITLTISLLDTSNLELPEAVVFQDSVVFRVAPWIMTPNTQPPQEVYACSIFENEDFLKSVTTLAMKAKCKLTICPEEENMDDQWMQDEMEIGYIQAPHKTLPVVFDSPRNRGLKEFPIKRVMGPDFGYVTRGPQTGGISGLDSFGNLEVSPPVTVRGKEYPLGRILFGDSCYPSNDSRQMHQALQDFLSAQQVQAPVKLYSDWLSVGHVDEFLSFVPAPDRKGFRLLLASPRSCYKL.... The compound is CN(Cc1cnc2nc(N)nc(N)c2n1)c1ccc(C(=O)N[C@@H](CCC(=O)O)C(=O)O)cc1. The pIC50 is 2.0. (2) The drug is CC(C)C[C@H](NC(=O)c1cccc(F)c1)C(=O)NCC(=O)Oc1ccccc1. The target protein sequence is MRLFVLAVLTVGVLGSNDDLWHQWKRMYNKEYNGADDQHRRNIWEKNVKHIQEHNLRHDLGLVTYTLGLNQFTDMTFEEFKAKYLTEMSRASDILSHGVPYEANNRAVPDKIDWRESGYVTEVKDQGNCGSCWAFSTTGTMEGQYMKNERTSISFSEQQLVDCSRPWGNNGCGGGLMENAYQYLKQFGLETESSYPYTAVEGQCRYNKQLGVAKVTGFYTVHSGSEVELKNLVGAEGPAAVAVDVESDFMMYRSGIYQSQTCSPLRVNHAVLAVGYGTQGGTDYWIVKNSWGLSWGERGYIRMVRNRGNMCGIASLASLPMVARFP. The pIC50 is 4.0. (3) The compound is COCCC/C=C/[C@H]1CCc2cc([C@H]3CC[C@](N)(COP(=O)(O)O)C3)ccc2C1. The target protein (P21453) has sequence MGPTSVPLVKAHRSSVSDYVNYDIIVRHYNYTGKLNISADKENSIKLTSVVFILICCFIILENIFVLLTIWKTKKFHRPMYYFIGNLALSDLLAGVAYTANLLLSGATTYKLTPAQWFLREGSMFVALSASVFSLLAIAIERYITMLKMKLHNGSNNFRLFLLISACWVISLILGGLPIMGWNCISALSSCSTVLPLYHKHYILFCTTVFTLLLLSIVILYCRIYSLVRTRSRRLTFRKNISKASRSSEKSLALLKTVIIVLSVFIACWAPLFILLLLDVGCKVKTCDILFRAEYFLVLAVLNSGTNPIIYTLTNKEMRRAFIRIMSCCKCPSGDSAGKFKRPIIAGMEFSRSKSDNSSHPQKDEGDNPETIMSSGNVNSSS. The pIC50 is 8.0. (4) The compound is O=c1oc2cc(Br)c(O)c(Br)c2s1. The target protein (P0A9J8) has sequence MTSENPLLALREKISALDEKLLALLAERRELAVEVGKAKLLSHRPVRDIDRERDLLERLITLGKAHHLDAHYITRLFQLIIEDSVLTQQALLQQHLNKINPHSARIAFLGPKGSYSHLAARQYAARHFEQFIESGCAKFADIFNQVETGQADYAVVPIENTSSGAINDVYDLLQHTSLSIVGEMTLTIDHCLLVSGTTDLSTINTVYSHPQPFQQCSKFLNRYPHWKIEYTESTSAAMEKVAQAKSPHVAALGSEAGGTLYGLQVLERIEANQRQNFTRFVVLARKAINVSDQVPAKTTLLMATGQQAGALVEALLVLRNHNLIMTRLESRPIHGNPWEEMFYLDIQANLESAEMQKALKELGEITRSMKVLGCYPSENVVPVDPT. The pIC50 is 3.9.